From a dataset of CYP2C9 inhibition data for predicting drug metabolism from PubChem BioAssay. Regression/Classification. Given a drug SMILES string, predict its absorption, distribution, metabolism, or excretion properties. Task type varies by dataset: regression for continuous measurements (e.g., permeability, clearance, half-life) or binary classification for categorical outcomes (e.g., BBB penetration, CYP inhibition). Dataset: cyp2c9_veith. (1) The drug is Cc1ccc2c(c1)c1c3n2CCN[C@H]3CCC1. The result is 0 (non-inhibitor). (2) The compound is COc1cccc(C2CC(C(F)(F)F)n3ncc(C(=O)NC(C)(C)C)c3N2)c1. The result is 1 (inhibitor). (3) The drug is O=C(Nc1ccccc1)N[C@H]1C[C@H](C(=O)O)Nc2cc(Cl)cc(Cl)c21. The result is 0 (non-inhibitor). (4) The result is 0 (non-inhibitor). The molecule is CCCNC(=O)OC[C@H]1O[C@@H](CCO/N=C2\[C@@H]3CCn4c(=O)n(-c5ccccc5)c(=O)n4[C@H]3[C@H](O)[C@H]3O[C@H]23)C=C[C@@H]1Oc1ccc(OC)cc1. (5) The compound is COc1ccccc1OP(C)(=O)Nc1c(C)cccc1C. The result is 0 (non-inhibitor). (6) The drug is CCNc1ncc2nc(-c3ccc(Cl)cc3)c(=O)n(C3CC3)c2n1. The result is 0 (non-inhibitor). (7) The drug is COc1ccc(C(=O)NNC(=O)Cc2ccc(-c3ccccc3)cc2)cc1OC. The result is 0 (non-inhibitor).